Dataset: Peptide-MHC class I binding affinity with 185,985 pairs from IEDB/IMGT. Task: Regression. Given a peptide amino acid sequence and an MHC pseudo amino acid sequence, predict their binding affinity value. This is MHC class I binding data. The peptide sequence is RRIYDLIEL. The MHC is HLA-A02:03 with pseudo-sequence HLA-A02:03. The binding affinity (normalized) is 0.0976.